Dataset: Full USPTO retrosynthesis dataset with 1.9M reactions from patents (1976-2016). Task: Predict the reactants needed to synthesize the given product. Given the product [CH3:13][N:14]([CH3:18])[CH2:15][C:16]#[C:17][C:2]1[CH:8]=[CH:7][C:6]([C:9]([F:12])([F:11])[F:10])=[CH:5][C:3]=1[NH2:4], predict the reactants needed to synthesize it. The reactants are: Br[C:2]1[CH:8]=[CH:7][C:6]([C:9]([F:12])([F:11])[F:10])=[CH:5][C:3]=1[NH2:4].[CH3:13][N:14]([CH3:18])[CH2:15][C:16]#[CH:17].C(N(C(C)C)CC)(C)C.